Dataset: Full USPTO retrosynthesis dataset with 1.9M reactions from patents (1976-2016). Task: Predict the reactants needed to synthesize the given product. (1) Given the product [C:11]1([C:10]2[S:9][CH:8]=[N:7][C:6]=2[CH2:4][OH:3])[CH:12]=[CH:13][CH:14]=[CH:15][CH:16]=1, predict the reactants needed to synthesize it. The reactants are: C([O:3][C:4]([C:6]1[N:7]=[CH:8][S:9][C:10]=1[C:11]1[CH:16]=[CH:15][CH:14]=[CH:13][CH:12]=1)=O)C.[H-].[H-].[H-].[H-].[Li+].[Al+3]. (2) Given the product [F:1][C:2]1[CH:22]=[CH:21][C:5]([O:6][CH2:7][C@H:8]2[O:14][CH:15]([O:16][CH3:17])[CH2:11][CH2:10][CH2:9]2)=[CH:4][CH:3]=1, predict the reactants needed to synthesize it. The reactants are: [F:1][C:2]1[CH:22]=[CH:21][C:5]([O:6][CH2:7][C@@H:8]([O:14][CH2:15][O:16][CH2:17]COC)[CH2:9][CH2:10][CH2:11]CO)=[CH:4][CH:3]=1.C(Cl)(=O)C(Cl)=O.CS(C)=O.CCN(CC)CC.Cl.C([O-])(O)=O.[Na+]. (3) The reactants are: Cl[C:2]1[N:7]=[C:6]([N:8]2[CH2:13][CH2:12][O:11][CH2:10][CH2:9]2)[N:5]=[C:4]([N:14]2[CH2:19][CH2:18][O:17][CH2:16][CH2:15]2)[N:3]=1.C(=O)([O-])[O-].[Na+].[Na+].[NH2:26][C:27]1[CH:32]=[CH:31][C:30](B2OC(C)(C)C(C)(C)O2)=[CH:29][CH:28]=1. Given the product [N:14]1([C:4]2[N:5]=[C:6]([N:8]3[CH2:13][CH2:12][O:11][CH2:10][CH2:9]3)[N:7]=[C:2]([C:30]3[CH:31]=[CH:32][C:27]([NH2:26])=[CH:28][CH:29]=3)[N:3]=2)[CH2:19][CH2:18][O:17][CH2:16][CH2:15]1, predict the reactants needed to synthesize it.